This data is from Forward reaction prediction with 1.9M reactions from USPTO patents (1976-2016). The task is: Predict the product of the given reaction. (1) Given the reactants [CH:1]([N:4]1[C:8]([C:9]2[CH:14]=[CH:13][N:12]=[C:11]([NH:15][C:16]3[CH:26]=[CH:25][C:19]([C:20]([O:22]CC)=O)=[CH:18][N:17]=3)[N:10]=2)=[CH:7][N:6]=[C:5]1[CH3:27])([CH3:3])[CH3:2].[CH3:28][NH2:29].CCO, predict the reaction product. The product is: [CH:1]([N:4]1[C:8]([C:9]2[CH:14]=[CH:13][N:12]=[C:11]([NH:15][C:16]3[CH:26]=[CH:25][C:19]([C:20]([NH:29][CH3:28])=[O:22])=[CH:18][N:17]=3)[N:10]=2)=[CH:7][N:6]=[C:5]1[CH3:27])([CH3:3])[CH3:2]. (2) Given the reactants C(OC(=O)[N:7]([CH2:31][C:32]1[CH:41]=[CH:40][C:35]2[O:36][CH2:37][CH2:38][O:39][C:34]=2[CH:33]=1)[CH:8]1[CH2:13][CH2:12][N:11]([CH2:14][CH2:15][N:16]2[C:25]3[C:20](=[C:21]([C:26]([O:28][CH3:29])=[O:27])[CH:22]=[CH:23][CH:24]=3)[CH:19]=[CH:18][C:17]2=[O:30])[CH2:10][CH2:9]1)(C)(C)C.[ClH:43].C(OCC)(=O)C, predict the reaction product. The product is: [ClH:43].[O:36]1[C:35]2[CH:40]=[CH:41][C:32]([CH2:31][NH:7][CH:8]3[CH2:13][CH2:12][N:11]([CH2:14][CH2:15][N:16]4[C:25]5[CH:24]=[CH:23][CH:22]=[C:21]([C:26]([O:28][CH3:29])=[O:27])[C:20]=5[CH:19]=[CH:18][C:17]4=[O:30])[CH2:10][CH2:9]3)=[CH:33][C:34]=2[O:39][CH2:38][CH2:37]1. (3) Given the reactants [OH:1][N:2]1[C:6](=[O:7])[C:5]2=[CH:8][CH:9]=[CH:10][CH:11]=[C:4]2[C:3]1=[O:12].[CH3:13][Si:14]([CH2:17][CH2:18][O:19][CH2:20]Cl)([CH3:16])[CH3:15].C(N(CC)CC)C, predict the reaction product. The product is: [CH3:13][Si:14]([CH3:16])([CH3:15])[CH2:17][CH2:18][O:19][CH2:20][O:1][N:2]1[C:3](=[O:12])[C:4]2[C:5](=[CH:8][CH:9]=[CH:10][CH:11]=2)[C:6]1=[O:7].